Dataset: M1 muscarinic receptor antagonist screen with 61,756 compounds. Task: Binary Classification. Given a drug SMILES string, predict its activity (active/inactive) in a high-throughput screening assay against a specified biological target. (1) The molecule is Brc1n(c2c(n(c(=O)[nH]c2=O)C)n1)CCOc1ccccc1. The result is 0 (inactive). (2) The drug is OC(Cn1c2c(n(c(=O)n(c2=O)C)C)nc1)CN(CCO)C. The result is 0 (inactive).